Dataset: Full USPTO retrosynthesis dataset with 1.9M reactions from patents (1976-2016). Task: Predict the reactants needed to synthesize the given product. (1) Given the product [NH3:11].[CH3:15][CH:14]1[CH2:13][NH:12][C:4]([C:5]2[CH:10]=[CH:9][CH:8]=[CH:7][CH:6]=2)=[N:16]1, predict the reactants needed to synthesize it. The reactants are: Cl.CO[C:4](=[NH:11])[C:5]1[CH:10]=[CH:9][CH:8]=[CH:7][CH:6]=1.[NH2:12][CH2:13][CH:14]([NH2:16])[CH3:15]. (2) Given the product [Cl:32][C:33]1[CH:38]=[CH:37][C:36]([C:22]2[C:5]3[O:6][C@@H:7]([CH2:10][O:11][S:12]([C:15]4[CH:16]=[CH:17][C:18]([CH3:21])=[CH:19][CH:20]=4)(=[O:13])=[O:14])[CH2:8][O:9][C:4]=3[CH:3]=[C:2]([Cl:1])[CH:23]=2)=[C:35]([CH3:42])[CH:34]=1, predict the reactants needed to synthesize it. The reactants are: [Cl:1][C:2]1[CH:23]=[C:22](OS(C(F)(F)F)(=O)=O)[C:5]2[O:6][C@@H:7]([CH2:10][O:11][S:12]([C:15]3[CH:20]=[CH:19][C:18]([CH3:21])=[CH:17][CH:16]=3)(=[O:14])=[O:13])[CH2:8][O:9][C:4]=2[CH:3]=1.[Cl:32][C:33]1[CH:38]=[CH:37][C:36](B(O)O)=[C:35]([CH3:42])[CH:34]=1. (3) Given the product [CH2:1]([N:8]1[C:9](=[O:14])[NH:10][CH2:11]/[C:12]/1=[N:13]\[C:20](=[O:21])[O:19][C:15]([CH3:18])([CH3:17])[CH3:16])[C:2]1[CH:3]=[CH:4][CH:5]=[CH:6][CH:7]=1, predict the reactants needed to synthesize it. The reactants are: [CH2:1]([N:8]1[C:12](=[NH:13])[CH2:11][NH:10][C:9]1=[O:14])[C:2]1[CH:7]=[CH:6][CH:5]=[CH:4][CH:3]=1.[C:15]([O:19][C:20](O[C:20]([O:19][C:15]([CH3:18])([CH3:17])[CH3:16])=[O:21])=[O:21])([CH3:18])([CH3:17])[CH3:16].C(Cl)Cl. (4) Given the product [Cl:1][C:2]1[CH:7]=[CH:6][C:5]([CH2:8][CH2:9][NH:10][C:11]([C:13]2[N:14]=[N:15][C:16]([N:23]3[CH2:24][CH2:25][N:20]([C:26](=[O:27])[C:28]4[CH:33]=[CH:32][CH:31]=[CH:30][C:29]=4[C:34]([F:37])([F:35])[F:36])[CH2:21][CH2:22]3)=[CH:17][CH:18]=2)=[O:12])=[CH:4][CH:3]=1, predict the reactants needed to synthesize it. The reactants are: [Cl:1][C:2]1[CH:7]=[CH:6][C:5]([CH2:8][CH2:9][NH:10][C:11]([C:13]2[N:14]=[N:15][C:16](Cl)=[CH:17][CH:18]=2)=[O:12])=[CH:4][CH:3]=1.[N:20]1([C:26]([C:28]2[CH:33]=[CH:32][CH:31]=[CH:30][C:29]=2[C:34]([F:37])([F:36])[F:35])=[O:27])[CH2:25][CH2:24][NH:23][CH2:22][CH2:21]1. (5) Given the product [CH3:18][N:2]([CH3:1])[C:3]1[C:8]([CH3:9])=[CH:7][N:6]=[C:5]([NH:10][C@@H:11]2[CH2:16][CH2:15][C@H:14]([NH:17][C:21](=[O:22])[CH2:20][Br:19])[CH2:13][CH2:12]2)[N:4]=1, predict the reactants needed to synthesize it. The reactants are: [CH3:1][N:2]([CH3:18])[C:3]1[C:8]([CH3:9])=[CH:7][N:6]=[C:5]([NH:10][C@@H:11]2[CH2:16][CH2:15][C@H:14]([NH2:17])[CH2:13][CH2:12]2)[N:4]=1.[Br:19][CH2:20][C:21](Br)=[O:22].CCN(C(C)C)C(C)C. (6) Given the product [Cl:1][C:2]1[CH:3]=[CH:4][C:5]([S:8]([C:11](=[C:27]([S:28][CH3:29])[NH:26][C:22]2[CH:21]=[N:20][CH:25]=[CH:24][CH:23]=2)[C:12]#[N:13])(=[O:9])=[O:10])=[CH:6][CH:7]=1, predict the reactants needed to synthesize it. The reactants are: [Cl:1][C:2]1[CH:7]=[CH:6][C:5]([S:8]([CH2:11][C:12]#[N:13])(=[O:10])=[O:9])=[CH:4][CH:3]=1.C(=O)([O-])[O-].[K+].[K+].[N:20]1[CH:25]=[CH:24][CH:23]=[C:22]([N:26]=[C:27]=[S:28])[CH:21]=1.[CH3:29]I. (7) The reactants are: Br[C:2]1[CH:10]=[CH:9][C:8]2[C:4](=[C:5]([CH3:14])[N:6]([CH:11]3[CH2:13][CH2:12]3)[N:7]=2)[CH:3]=1.[CH2:15]([O:22][C:23]1[CH:28]=[CH:27][NH:26][C:25](=[O:29])[CH:24]=1)[C:16]1[CH:21]=[CH:20][CH:19]=[CH:18][CH:17]=1.C(=O)([O-])[O-].[K+].[K+].CNCCNC.N. Given the product [CH2:15]([O:22][C:23]1[CH:28]=[CH:27][N:26]([C:2]2[CH:10]=[CH:9][C:8]3[C:4](=[C:5]([CH3:14])[N:6]([CH:11]4[CH2:13][CH2:12]4)[N:7]=3)[CH:3]=2)[C:25](=[O:29])[CH:24]=1)[C:16]1[CH:17]=[CH:18][CH:19]=[CH:20][CH:21]=1, predict the reactants needed to synthesize it.